Predict the reactants needed to synthesize the given product. From a dataset of Full USPTO retrosynthesis dataset with 1.9M reactions from patents (1976-2016). Given the product [CH:17]1([NH:20][C:21](=[O:22])[C:23]2[CH:28]=[C:27]([C:2]3[CH:3]=[C:4]4[C:8](=[CH:9][CH:10]=3)[N:7]([C:11]3[CH:16]=[CH:15][CH:14]=[CH:13][N:12]=3)[CH:6]=[CH:5]4)[C:26]([CH3:32])=[C:25]([F:33])[CH:24]=2)[CH2:18][CH2:19]1, predict the reactants needed to synthesize it. The reactants are: Br[C:2]1[CH:3]=[C:4]2[C:8](=[CH:9][CH:10]=1)[N:7]([C:11]1[CH:16]=[CH:15][CH:14]=[CH:13][N:12]=1)[CH:6]=[CH:5]2.[CH:17]1([NH:20][C:21]([C:23]2[CH:24]=[C:25]([F:33])[C:26]([CH3:32])=[C:27](B(O)O)[CH:28]=2)=[O:22])[CH2:19][CH2:18]1.C(=O)([O-])O.[Na+].